Dataset: Full USPTO retrosynthesis dataset with 1.9M reactions from patents (1976-2016). Task: Predict the reactants needed to synthesize the given product. Given the product [C:1]([O:4][CH:5]([C@@H:8]1[CH2:12][C@H:11]([OH:13])[C@H:10]([N:14]2[C:18]3[N:19]=[C:20]([NH2:24])[NH:21][C:22](=[O:23])[C:17]=3[S:16][C:15]2=[O:25])[O:9]1)[CH2:6][CH3:7])(=[O:3])[CH3:2], predict the reactants needed to synthesize it. The reactants are: [C:1]([O:4][CH:5]([C@@H:8]1[CH2:12][C:11](=[O:13])[C@H:10]([N:14]2[C:18]3[N:19]=[C:20]([NH2:24])[NH:21][C:22](=[O:23])[C:17]=3[S:16][C:15]2=[O:25])[O:9]1)[CH2:6][CH3:7])(=[O:3])[CH3:2].[H-].C(O[Al](OC(C)(C)C)OC(C)(C)C)(C)(C)C.[Li+].